This data is from Full USPTO retrosynthesis dataset with 1.9M reactions from patents (1976-2016). The task is: Predict the reactants needed to synthesize the given product. (1) Given the product [CH3:1][O:2][C:3]1[CH:8]=[CH:7][C:6]([C:9]2([C:12]3[N:18]([NH2:19])[C:15]([NH2:17])=[N:14][N:13]=3)[CH2:11][CH2:10]2)=[CH:5][CH:4]=1, predict the reactants needed to synthesize it. The reactants are: [CH3:1][O:2][C:3]1[CH:8]=[CH:7][C:6]([C:9]2([C:12]3O[C:15]([NH2:17])=[N:14][N:13]=3)[CH2:11][CH2:10]2)=[CH:5][CH:4]=1.[NH2:18][NH2:19]. (2) Given the product [CH3:10][N:11]([CH2:12][CH2:13][CH2:14][C:15]1[CH:20]=[CH:19][CH:18]=[CH:17][CH:16]=1)[CH3:22], predict the reactants needed to synthesize it. The reactants are: C[SiH](C)C1C=CC=CC=1.[CH3:10][N:11]([CH3:22])[C:12](=O)[CH2:13][CH2:14][C:15]1[CH:20]=[CH:19][CH:18]=[CH:17][CH:16]=1. (3) Given the product [CH3:1][O:2][C:3]([N:5]1[C@H:13]2[C@H:8]([C@:9]([O:23][C:28](=[O:29])[CH2:27][CH2:26][N:25]([CH3:31])[CH3:24])([C:14]#[C:15][C:16]3[CH:17]=[C:18]([CH3:22])[CH:19]=[CH:20][CH:21]=3)[CH2:10][CH2:11][CH2:12]2)[CH2:7][CH2:6]1)=[O:4], predict the reactants needed to synthesize it. The reactants are: [CH3:1][O:2][C:3]([N:5]1[C@@H:13]2[C@@H:8]([C@@:9]([OH:23])([C:14]#[C:15][C:16]3[CH:17]=[C:18]([CH3:22])[CH:19]=[CH:20][CH:21]=3)[CH2:10][CH2:11][CH2:12]2)[CH2:7][CH2:6]1)=[O:4].[CH3:24][N:25]([CH3:31])[CH2:26][CH2:27][C:28](O)=[O:29]. (4) Given the product [CH2:15]([NH:17][C:2]1[C:3]([C:11]([F:14])([F:13])[F:12])=[CH:4][C:5]([N+:8]([O-:10])=[O:9])=[CH:6][CH:7]=1)[CH3:16], predict the reactants needed to synthesize it. The reactants are: Br[C:2]1[CH:7]=[CH:6][C:5]([N+:8]([O-:10])=[O:9])=[CH:4][C:3]=1[C:11]([F:14])([F:13])[F:12].[CH2:15]([NH2:17])[CH3:16].C(O)C. (5) The reactants are: [NH2:1][C:2]1[CH:9]=[CH:8][CH:7]=[C:6]([OH:10])[C:3]=1[C:4]#[N:5].[C:11]([N:19]=[C:20]=[O:21])(=[O:18])[C:12]1[CH:17]=[CH:16][CH:15]=[CH:14][CH:13]=1. Given the product [C:4]([C:3]1[C:6]([OH:10])=[CH:7][CH:8]=[CH:9][C:2]=1[NH:1][C:20]([NH:19][C:11](=[O:18])[C:12]1[CH:13]=[CH:14][CH:15]=[CH:16][CH:17]=1)=[O:21])#[N:5], predict the reactants needed to synthesize it. (6) Given the product [C:1]([O:5][C:6](=[O:55])[CH2:7][CH:8]1[CH2:13][CH:12]([CH2:14][CH2:15][C:16]2[N:17]([CH:50]([CH3:51])[CH3:52])[C:18]([C:34](=[O:49])[NH:35][CH2:36][C:37]3[CH:42]=[CH:41][CH:40]=[C:39]([CH2:43][N:56]=[N+:57]=[N-:58])[CH:38]=3)=[C:19]([C:28]3[CH:29]=[CH:30][CH:31]=[CH:32][CH:33]=3)[C:20]=2[C:21]2[CH:26]=[CH:25][C:24]([F:27])=[CH:23][CH:22]=2)[O:11][C:10]([CH3:54])([CH3:53])[O:9]1)([CH3:4])([CH3:2])[CH3:3], predict the reactants needed to synthesize it. The reactants are: [C:1]([O:5][C:6](=[O:55])[CH2:7][CH:8]1[CH2:13][CH:12]([CH2:14][CH2:15][C:16]2[N:17]([CH:50]([CH3:52])[CH3:51])[C:18]([C:34](=[O:49])[NH:35][CH2:36][C:37]3[CH:42]=[CH:41][CH:40]=[C:39]([CH2:43]OS(C)(=O)=O)[CH:38]=3)=[C:19]([C:28]3[CH:33]=[CH:32][CH:31]=[CH:30][CH:29]=3)[C:20]=2[C:21]2[CH:26]=[CH:25][C:24]([F:27])=[CH:23][CH:22]=2)[O:11][C:10]([CH3:54])([CH3:53])[O:9]1)([CH3:4])([CH3:3])[CH3:2].[N-:56]=[N+:57]=[N-:58].[Na+]. (7) Given the product [CH3:1][S:2]([OH:5])(=[O:4])=[O:3].[CH:6]1([NH:9][C:10](=[O:35])[C:11]2[CH:16]=[CH:15][C:14]([CH3:17])=[C:13]([N:18]3[C:27](=[O:28])[C:26]4[C:21](=[CH:22][CH:23]=[C:24]([S:29][CH2:30][CH2:31][N:32]([CH3:34])[CH3:33])[CH:25]=4)[N:20]=[CH:19]3)[CH:12]=2)[CH2:8][CH2:7]1, predict the reactants needed to synthesize it. The reactants are: [CH3:1][S:2]([OH:5])(=[O:4])=[O:3].[CH:6]1([NH:9][C:10](=[O:35])[C:11]2[CH:16]=[CH:15][C:14]([CH3:17])=[C:13]([N:18]3[C:27](=[O:28])[C:26]4[C:21](=[CH:22][CH:23]=[C:24]([S:29][CH2:30][CH2:31][N:32]([CH3:34])[CH3:33])[CH:25]=4)[N:20]=[CH:19]3)[CH:12]=2)[CH2:8][CH2:7]1.